This data is from Catalyst prediction with 721,799 reactions and 888 catalyst types from USPTO. The task is: Predict which catalyst facilitates the given reaction. (1) Reactant: [C:1]1([C:7]2[S:8][CH:9]=[C:10]([CH2:12][O:13][C:14]3[CH:19]=[CH:18][C:17]([CH2:20]O)=[CH:16][CH:15]=3)[N:11]=2)[CH:6]=[CH:5][CH:4]=[CH:3][CH:2]=1.CN(C)C=O.S(Cl)([Cl:29])=O.C(OCC)(=O)C. Product: [Cl:29][CH2:20][C:17]1[CH:18]=[CH:19][C:14]([O:13][CH2:12][C:10]2[N:11]=[C:7]([C:1]3[CH:6]=[CH:5][CH:4]=[CH:3][CH:2]=3)[S:8][CH:9]=2)=[CH:15][CH:16]=1. The catalyst class is: 6. (2) Reactant: [CH3:1][O:2][C:3]1[C:10]([O:11][CH3:12])=[C:9]([O:13][CH3:14])[CH:8]=[CH:7][C:4]=1[CH:5]=[O:6].[BH4-].[Na+].CCCCCC.C(OCC)(=O)C. Product: [CH3:1][O:2][C:3]1[C:10]([O:11][CH3:12])=[C:9]([O:13][CH3:14])[CH:8]=[CH:7][C:4]=1[CH2:5][OH:6]. The catalyst class is: 5. (3) Reactant: [CH3:1][C:2]1[S:3][C:4]([C:8]2[CH:17]=[CH:16][C:15]3[C:10](=[CH:11][CH:12]=[C:13](B(O)O)[CH:14]=3)[N:9]=2)=[C:5]([CH3:7])[N:6]=1.[CH3:21][O:22][C:23]([C:25]1[CH:33]=[C:32]2[C:28]([C:29]([CH:35]3[CH2:40][CH2:39][CH2:38][CH2:37][CH2:36]3)=[C:30](Br)[NH:31]2)=[CH:27][CH:26]=1)=[O:24].C([O-])(O)=O.[Na+]. Product: [CH3:21][O:22][C:23]([C:25]1[CH:33]=[C:32]2[C:28]([C:29]([CH:35]3[CH2:40][CH2:39][CH2:38][CH2:37][CH2:36]3)=[C:30]([C:13]3[CH:14]=[C:15]4[C:10](=[CH:11][CH:12]=3)[N:9]=[C:8]([C:4]3[S:3][C:2]([CH3:1])=[N:6][C:5]=3[CH3:7])[CH:17]=[CH:16]4)[NH:31]2)=[CH:27][CH:26]=1)=[O:24]. The catalyst class is: 5. (4) Reactant: [F:1][C:2]1[CH:3]=[C:4]([CH:11]=[CH:12][N:13]([CH3:15])[CH3:14])[CH:5]=[CH:6][C:7]=1[N+:8]([O-:10])=[O:9].[BH3-]C#N.[Na+]. Product: [F:1][C:2]1[CH:3]=[C:4]([CH2:11][CH2:12][N:13]([CH3:14])[CH3:15])[CH:5]=[CH:6][C:7]=1[N+:8]([O-:10])=[O:9]. The catalyst class is: 467. (5) Product: [OH:2][CH2:3][CH2:4][CH:5]1[NH:10][CH2:9][CH2:8][N:7]([C:11]([O:13][C:14]([CH3:17])([CH3:16])[CH3:15])=[O:12])[CH2:6]1. The catalyst class is: 1. Reactant: C[O:2][C:3](=O)[CH2:4][CH:5]1[NH:10][CH2:9][CH2:8][N:7]([C:11]([O:13][C:14]([CH3:17])([CH3:16])[CH3:15])=[O:12])[CH2:6]1.[H-].[H-].[H-].[H-].[Li+].[Al+3]. (6) Reactant: [C:1]1([C:7]2[C:8]([C:18](O)=O)=[N:9][O:10][C:11]=2[C:12]2[CH:17]=[CH:16][CH:15]=[CH:14][CH:13]=2)[CH:6]=[CH:5][CH:4]=[CH:3][CH:2]=1.C(Cl)CCl.C1C=CC2N(O)N=NC=2C=1.[OH:35][N:36]=[C:37]([NH2:49])[C:38]1[CH:43]=[CH:42][C:41]([CH3:44])=[CH:40][C:39]=1[C:45]([F:48])([F:47])[F:46]. Product: [C:1]1([C:7]2[C:8]([C:18]3[O:35][N:36]=[C:37]([C:38]4[CH:43]=[CH:42][C:41]([CH3:44])=[CH:40][C:39]=4[C:45]([F:47])([F:46])[F:48])[N:49]=3)=[N:9][O:10][C:11]=2[C:12]2[CH:13]=[CH:14][CH:15]=[CH:16][CH:17]=2)[CH:6]=[CH:5][CH:4]=[CH:3][CH:2]=1. The catalyst class is: 9.